This data is from Catalyst prediction with 721,799 reactions and 888 catalyst types from USPTO. The task is: Predict which catalyst facilitates the given reaction. Reactant: [Br:1][C:2]1[CH:3]=[N:4][CH:5]=[C:6]([CH:11]=1)[C:7]([O:9][CH3:10])=O.[H-].[Na+].C[Si](C=[N+]=[N-])(C)C.[C:21]([O:24][CH2:25][CH3:26])(=[O:23])[CH3:22]. Product: [CH3:10][O:9][C:7]([C:6]1[CH:5]=[N:4][CH:3]=[C:2]([Br:1])[CH:11]=1)=[CH:22][C:21]([O:24][CH2:25][CH3:26])=[O:23]. The catalyst class is: 72.